Dataset: Reaction yield outcomes from USPTO patents with 853,638 reactions. Task: Predict the reaction yield, written as a fraction of the theoretical maximum amount of product (1.0 means a 100% yield; for example, 0.34 means a 34% yield). The reactants are C(O[C:6]([N:8]1[CH2:13][CH2:12][O:11][CH2:10][C@@H:9]1[C:14]1[N:18]2[CH:19]=[C:20]([F:23])[CH:21]=[CH:22][C:17]2=[N:16][N:15]=1)=O)(C)(C)C.C(O)(C(F)(F)F)=O.C=O.C(O[BH-](OC(=O)C)OC(=O)C)(=O)C.[Na+]. The catalyst is C(Cl)Cl. The product is [F:23][C:20]1[CH:21]=[CH:22][C:17]2[N:18]([C:14]([C@H:9]3[CH2:10][O:11][CH2:12][CH2:13][N:8]3[CH3:6])=[N:15][N:16]=2)[CH:19]=1. The yield is 0.340.